Task: Predict the reactants needed to synthesize the given product.. Dataset: Full USPTO retrosynthesis dataset with 1.9M reactions from patents (1976-2016) The reactants are: Br[CH2:2]/[CH:3]=[CH:4]/[C:5]([NH:7][C:8]1[CH:9]=[C:10]2[C:15](=[CH:16][C:17]=1[O:18][CH3:19])[N:14]=[CH:13][N:12]=[C:11]2[NH:20][C:21]1[CH:26]=[CH:25][C:24]([F:27])=[C:23]([Cl:28])[C:22]=1[F:29])=[O:6].[O:30]1[C@H:35]2[CH2:36][NH:37][CH2:38][C@H:34]2[O:33][CH2:32][CH2:31]1.CCN(C(C)C)C(C)C.O. Given the product [Cl:28][C:23]1[C:22]([F:29])=[C:21]([NH:20][C:11]2[C:10]3[C:15](=[CH:16][C:17]([O:18][CH3:19])=[C:8]([NH:7][C:5](=[O:6])/[CH:4]=[CH:3]/[CH2:2][N:37]4[CH2:36][C@H:35]5[O:30][CH2:31][CH2:32][O:33][C@H:34]5[CH2:38]4)[CH:9]=3)[N:14]=[CH:13][N:12]=2)[CH:26]=[CH:25][C:24]=1[F:27], predict the reactants needed to synthesize it.